Task: Predict the product of the given reaction.. Dataset: Forward reaction prediction with 1.9M reactions from USPTO patents (1976-2016) The product is: [NH2:8][C:9]1[CH:10]=[C:11]([C:16]([CH3:28])([CH3:27])[C:17]([C:19]2[CH:24]=[CH:23][CH:22]=[CH:21][C:20]=2[O:25][CH3:26])=[O:18])[CH:12]=[CH:13][C:14]=1[F:15]. Given the reactants C(OC([NH:8][C:9]1[CH:10]=[C:11]([C:16]([CH3:28])([CH3:27])[C:17]([C:19]2[CH:24]=[CH:23][CH:22]=[CH:21][C:20]=2[O:25][CH3:26])=[O:18])[CH:12]=[CH:13][C:14]=1[F:15])=O)(C)(C)C.Cl.C(=O)([O-])O.[Na+], predict the reaction product.